Predict which catalyst facilitates the given reaction. From a dataset of Catalyst prediction with 721,799 reactions and 888 catalyst types from USPTO. (1) Reactant: [CH2:1]([O:3][CH2:4][C:5]1[N:6]([CH2:32][CH2:33][CH3:34])[C:7]2[C:16]3[CH:15]=[CH:14][C:13]([O:17][CH:18]4[CH2:23][CH2:22][N:21]([C:24]([O:26][C:27]([CH3:30])([CH3:29])[CH3:28])=[O:25])[CH2:20][CH2:19]4)=[CH:12][C:11]=3[N:10]=[CH:9][C:8]=2[N:31]=1)[CH3:2].ClC1C=C(C=CC=1)C(OO)=O.[OH-].[NH4+:47].C1(C)C=CC(S(Cl)(=O)=O)=CC=1. Product: [NH2:47][C:9]1[C:8]2[N:31]=[C:5]([CH2:4][O:3][CH2:1][CH3:2])[N:6]([CH2:32][CH2:33][CH3:34])[C:7]=2[C:16]2[CH:15]=[CH:14][C:13]([O:17][CH:18]3[CH2:23][CH2:22][N:21]([C:24]([O:26][C:27]([CH3:28])([CH3:30])[CH3:29])=[O:25])[CH2:20][CH2:19]3)=[CH:12][C:11]=2[N:10]=1. The catalyst class is: 22. (2) Reactant: [Cl:1][C:2]1[CH:3]=[CH:4][C:5]([O:11][CH3:12])=[C:6]([CH:10]=1)[C:7]([NH2:9])=[NH:8].[C:13]([CH2:21][C:22](OCC)=[O:23])(=O)[C:14]1[CH:19]=[CH:18][CH:17]=[CH:16][CH:15]=1.[O-]CC.[Na+]. The catalyst class is: 8. Product: [Cl:1][C:2]1[CH:3]=[CH:4][C:5]([O:11][CH3:12])=[C:6]([C:7]2[N:9]=[C:22]([OH:23])[CH:21]=[C:13]([C:14]3[CH:19]=[CH:18][CH:17]=[CH:16][CH:15]=3)[N:8]=2)[CH:10]=1.